Dataset: Full USPTO retrosynthesis dataset with 1.9M reactions from patents (1976-2016). Task: Predict the reactants needed to synthesize the given product. (1) Given the product [Cl:9][C:10]1[CH:11]=[C:12]([C:16]2[O:20][C:19]([CH:21]=[N:1][C:2]3[CH:7]=[CH:6][CH:5]=[CH:4][C:3]=3[OH:8])=[CH:18][CH:17]=2)[CH:13]=[CH:14][CH:15]=1, predict the reactants needed to synthesize it. The reactants are: [NH2:1][C:2]1[CH:7]=[CH:6][CH:5]=[CH:4][C:3]=1[OH:8].[Cl:9][C:10]1[CH:11]=[C:12]([C:16]2[O:20][C:19]([CH:21]=O)=[CH:18][CH:17]=2)[CH:13]=[CH:14][CH:15]=1. (2) Given the product [F:25][C:24]([F:26])([F:27])[C:19]1[CH:20]=[CH:21][CH:22]=[CH:23][C:18]=1[CH2:17][N:4]1[CH2:5][CH2:6][N:1]([C:7]2[S:8][C:9]([C:12]([O:14][CH3:15])=[O:13])=[CH:10][N:11]=2)[CH2:2][CH2:3]1, predict the reactants needed to synthesize it. The reactants are: [N:1]1([C:7]2[S:8][C:9]([C:12]([O:14][CH3:15])=[O:13])=[CH:10][N:11]=2)[CH2:6][CH2:5][NH:4][CH2:3][CH2:2]1.Br[CH2:17][C:18]1[CH:23]=[CH:22][CH:21]=[CH:20][C:19]=1[C:24]([F:27])([F:26])[F:25].C1CCN2C(=NCCC2)CC1. (3) Given the product [CH2:6]([O:5][P:4]([CH2:9][O:10][CH2:11][C:12]#[C:13][CH2:14][N:21]1[CH:20]=[N:19][C:18]2[C:22]1=[N:23][C:24]([NH2:26])=[N:25][C:17]=2[Cl:16])([O:3][CH2:1][CH3:2])=[O:8])[CH3:7], predict the reactants needed to synthesize it. The reactants are: [CH2:1]([O:3][P:4]([CH2:9][O:10][CH2:11][C:12]#[C:13][CH2:14]Cl)(=[O:8])[O:5][CH2:6][CH3:7])[CH3:2].[Cl:16][C:17]1[N:25]=[C:24]([NH2:26])[N:23]=[C:22]2[C:18]=1[NH:19][CH:20]=[N:21]2.C(=O)([O-])[O-].[K+].[K+]. (4) Given the product [Br:14][C:8]1[CH:7]=[CH:6][CH:5]=[C:4]2[C:9]=1[NH:1][CH:2]=[CH:3]2, predict the reactants needed to synthesize it. The reactants are: [N:1]1(S(N)(=O)=O)[C:9]2[C:4](=[CH:5][CH:6]=[CH:7][CH:8]=2)[CH:3]=[CH:2]1.[Br:14]C1C=CC=CC=1[N+]([O-])=O. (5) Given the product [Br:20][C:7]1[CH:6]=[C:5]([C:10]2[CH:11]=[C:12]([CH:17]=[CH:18][N:19]=2)[C:13]([O:15][CH3:16])=[O:14])[CH:4]=[C:3]([C:1]#[N:2])[C:8]=1[OH:9], predict the reactants needed to synthesize it. The reactants are: [C:1]([C:3]1[CH:4]=[C:5]([C:10]2[CH:11]=[C:12]([CH:17]=[CH:18][N:19]=2)[C:13]([O:15][CH3:16])=[O:14])[CH:6]=[CH:7][C:8]=1[OH:9])#[N:2].[Br:20]N1C(=O)CCC1=O. (6) The reactants are: Cl[C:2]1[C:7]([C:8](=[O:12])[CH:9]=[CH:10][CH3:11])=[CH:6][CH:5]=[CH:4][N:3]=1.ClC1C(C(=O)CC=C)=CC=CN=1.[CH3:25][O:26][C:27]1[CH:34]=[CH:33][C:30]([CH2:31][NH2:32])=[CH:29][CH:28]=1. Given the product [CH3:25][O:26][C:27]1[CH:34]=[CH:33][C:30]([CH2:31][N:32]2[C:2]3[C:7](=[CH:6][CH:5]=[CH:4][N:3]=3)[C:8](=[O:12])[CH2:9][CH:10]2[CH3:11])=[CH:29][CH:28]=1, predict the reactants needed to synthesize it.